This data is from NCI-60 drug combinations with 297,098 pairs across 59 cell lines. The task is: Regression. Given two drug SMILES strings and cell line genomic features, predict the synergy score measuring deviation from expected non-interaction effect. (1) Drug 1: CC12CCC3C(C1CCC2=O)CC(=C)C4=CC(=O)C=CC34C. Drug 2: CC(C1=C(C=CC(=C1Cl)F)Cl)OC2=C(N=CC(=C2)C3=CN(N=C3)C4CCNCC4)N. Cell line: SK-MEL-28. Synergy scores: CSS=6.18, Synergy_ZIP=1.41, Synergy_Bliss=1.82, Synergy_Loewe=-1.57, Synergy_HSA=-1.20. (2) Drug 1: CCCCC(=O)OCC(=O)C1(CC(C2=C(C1)C(=C3C(=C2O)C(=O)C4=C(C3=O)C=CC=C4OC)O)OC5CC(C(C(O5)C)O)NC(=O)C(F)(F)F)O. Drug 2: COCCOC1=C(C=C2C(=C1)C(=NC=N2)NC3=CC=CC(=C3)C#C)OCCOC.Cl. Cell line: UACC62. Synergy scores: CSS=62.1, Synergy_ZIP=-2.44, Synergy_Bliss=-3.47, Synergy_Loewe=-9.10, Synergy_HSA=-2.80. (3) Drug 1: C1CC(=O)NC(=O)C1N2CC3=C(C2=O)C=CC=C3N. Drug 2: CC1=CC=C(C=C1)C2=CC(=NN2C3=CC=C(C=C3)S(=O)(=O)N)C(F)(F)F. Cell line: HCT116. Synergy scores: CSS=6.37, Synergy_ZIP=-4.72, Synergy_Bliss=-4.26, Synergy_Loewe=-1.33, Synergy_HSA=-2.36. (4) Drug 1: C1=CN(C(=O)N=C1N)C2C(C(C(O2)CO)O)O.Cl. Drug 2: CC1=C2C(C(=O)C3(C(CC4C(C3C(C(C2(C)C)(CC1OC(=O)C(C(C5=CC=CC=C5)NC(=O)OC(C)(C)C)O)O)OC(=O)C6=CC=CC=C6)(CO4)OC(=O)C)O)C)O. Cell line: RXF 393. Synergy scores: CSS=-0.575, Synergy_ZIP=-0.199, Synergy_Bliss=1.99, Synergy_Loewe=0.534, Synergy_HSA=0.528. (5) Drug 1: C1=NC2=C(N1)C(=S)N=C(N2)N. Drug 2: C1=NNC2=C1C(=O)NC=N2. Cell line: NCI-H522. Synergy scores: CSS=34.4, Synergy_ZIP=-5.60, Synergy_Bliss=-1.68, Synergy_Loewe=-2.11, Synergy_HSA=-0.408. (6) Drug 1: CNC(=O)C1=CC=CC=C1SC2=CC3=C(C=C2)C(=NN3)C=CC4=CC=CC=N4. Drug 2: C1CN(P(=O)(OC1)NCCCl)CCCl. Cell line: MALME-3M. Synergy scores: CSS=-2.03, Synergy_ZIP=-0.456, Synergy_Bliss=-3.54, Synergy_Loewe=-5.46, Synergy_HSA=-4.54. (7) Drug 1: CCC1(CC2CC(C3=C(CCN(C2)C1)C4=CC=CC=C4N3)(C5=C(C=C6C(=C5)C78CCN9C7C(C=CC9)(C(C(C8N6C=O)(C(=O)OC)O)OC(=O)C)CC)OC)C(=O)OC)O.OS(=O)(=O)O. Drug 2: CC=C1C(=O)NC(C(=O)OC2CC(=O)NC(C(=O)NC(CSSCCC=C2)C(=O)N1)C(C)C)C(C)C. Cell line: MOLT-4. Synergy scores: CSS=75.8, Synergy_ZIP=-1.04, Synergy_Bliss=-1.08, Synergy_Loewe=-3.47, Synergy_HSA=-0.881.